Dataset: Full USPTO retrosynthesis dataset with 1.9M reactions from patents (1976-2016). Task: Predict the reactants needed to synthesize the given product. (1) Given the product [C:26]([O:25][C:23](=[O:24])[CH2:22][O:13][C:4]1[C:5]2[CH2:6][CH2:7][CH2:8][CH2:9][C:10]=2[CH:11]=[C:2]([Cl:1])[C:3]=1[F:14])([CH3:29])([CH3:28])[CH3:27], predict the reactants needed to synthesize it. The reactants are: [Cl:1][C:2]1[CH:11]=[C:10]2[C:5]([CH2:6][CH2:7][CH2:8][C:9]2=O)=[C:4]([OH:13])[C:3]=1[F:14].C(=O)([O-])[O-].[K+].[K+].Br[CH2:22][C:23]([O:25][C:26]([CH3:29])([CH3:28])[CH3:27])=[O:24]. (2) Given the product [CH3:11][O:10][C:7]1[CH:8]=[CH:9][C:4]2[CH2:3][CH2:2][NH:1][C:13](=[O:14])[NH:12][C:5]=2[CH:6]=1, predict the reactants needed to synthesize it. The reactants are: [NH2:1][CH2:2][CH2:3][C:4]1[CH:9]=[CH:8][C:7]([O:10][CH3:11])=[CH:6][C:5]=1[NH2:12].[C:13](N1C=CN=C1)(N1C=CN=C1)=[O:14].Cl.